From a dataset of Peptide-MHC class II binding affinity with 134,281 pairs from IEDB. Regression. Given a peptide amino acid sequence and an MHC pseudo amino acid sequence, predict their binding affinity value. This is MHC class II binding data. The peptide sequence is LASVAMCRTPFSLAE. The MHC is DRB1_1301 with pseudo-sequence DRB1_1301. The binding affinity (normalized) is 0.820.